This data is from NCI-60 drug combinations with 297,098 pairs across 59 cell lines. The task is: Regression. Given two drug SMILES strings and cell line genomic features, predict the synergy score measuring deviation from expected non-interaction effect. (1) Drug 1: CS(=O)(=O)CCNCC1=CC=C(O1)C2=CC3=C(C=C2)N=CN=C3NC4=CC(=C(C=C4)OCC5=CC(=CC=C5)F)Cl. Drug 2: C1CCC(C(C1)N)N.C(=O)(C(=O)[O-])[O-].[Pt+4]. Cell line: MCF7. Synergy scores: CSS=32.0, Synergy_ZIP=-8.88, Synergy_Bliss=0.352, Synergy_Loewe=-4.93, Synergy_HSA=1.72. (2) Drug 2: CCCCC(=O)OCC(=O)C1(CC(C2=C(C1)C(=C3C(=C2O)C(=O)C4=C(C3=O)C=CC=C4OC)O)OC5CC(C(C(O5)C)O)NC(=O)C(F)(F)F)O. Synergy scores: CSS=50.4, Synergy_ZIP=-6.85, Synergy_Bliss=-8.35, Synergy_Loewe=-8.31, Synergy_HSA=-6.33. Cell line: MOLT-4. Drug 1: CCC1=C2CN3C(=CC4=C(C3=O)COC(=O)C4(CC)O)C2=NC5=C1C=C(C=C5)O. (3) Drug 1: C1CN1P(=S)(N2CC2)N3CC3. Drug 2: CS(=O)(=O)CCNCC1=CC=C(O1)C2=CC3=C(C=C2)N=CN=C3NC4=CC(=C(C=C4)OCC5=CC(=CC=C5)F)Cl. Cell line: HL-60(TB). Synergy scores: CSS=44.4, Synergy_ZIP=1.74, Synergy_Bliss=-1.26, Synergy_Loewe=-24.5, Synergy_HSA=-4.17. (4) Drug 1: CN(C)N=NC1=C(NC=N1)C(=O)N. Cell line: HCC-2998. Synergy scores: CSS=4.62, Synergy_ZIP=-0.240, Synergy_Bliss=-2.31, Synergy_Loewe=-6.58, Synergy_HSA=-3.73. Drug 2: CCCCC(=O)OCC(=O)C1(CC(C2=C(C1)C(=C3C(=C2O)C(=O)C4=C(C3=O)C=CC=C4OC)O)OC5CC(C(C(O5)C)O)NC(=O)C(F)(F)F)O. (5) Drug 1: CNC(=O)C1=CC=CC=C1SC2=CC3=C(C=C2)C(=NN3)C=CC4=CC=CC=N4. Drug 2: CN(CC1=CN=C2C(=N1)C(=NC(=N2)N)N)C3=CC=C(C=C3)C(=O)NC(CCC(=O)O)C(=O)O. Cell line: SF-268. Synergy scores: CSS=17.4, Synergy_ZIP=-4.46, Synergy_Bliss=-3.51, Synergy_Loewe=-8.66, Synergy_HSA=-5.31. (6) Drug 1: CC1C(C(CC(O1)OC2CC(CC3=C2C(=C4C(=C3O)C(=O)C5=C(C4=O)C(=CC=C5)OC)O)(C(=O)CO)O)N)O.Cl. Drug 2: C1=CC(=CC=C1CCCC(=O)O)N(CCCl)CCCl. Cell line: NCIH23. Synergy scores: CSS=2.34, Synergy_ZIP=0.720, Synergy_Bliss=1.87, Synergy_Loewe=-3.34, Synergy_HSA=-3.62.